This data is from Full USPTO retrosynthesis dataset with 1.9M reactions from patents (1976-2016). The task is: Predict the reactants needed to synthesize the given product. (1) The reactants are: [OH:1][C:2]1[CH:7]=[CH:6][C:5]([C:8]2[CH:12]=[C:11]([C:13]([NH2:15])=[O:14])[O:10][N:9]=2)=[CH:4][CH:3]=1.C([O-])([O-])=O.[K+].[K+].[CH3:22][C:23]1[CH:30]=[CH:29][CH:28]=[CH:27][C:24]=1[CH2:25]Br. Given the product [CH3:22][C:23]1[CH:30]=[CH:29][CH:28]=[CH:27][C:24]=1[CH2:25][O:1][C:2]1[CH:3]=[CH:4][C:5]([C:8]2[CH:12]=[C:11]([C:13]([NH2:15])=[O:14])[O:10][N:9]=2)=[CH:6][CH:7]=1, predict the reactants needed to synthesize it. (2) The reactants are: [F:1][C:2]1[CH:3]=[CH:4][C:5]([C:21]([F:24])([F:23])[F:22])=[C:6]([C:8]2[CH2:13][CH2:12][N:11](C(OC(C)(C)C)=O)[CH2:10][CH:9]=2)[CH:7]=1.[ClH:25]. Given the product [ClH:25].[F:1][C:2]1[CH:3]=[CH:4][C:5]([C:21]([F:24])([F:22])[F:23])=[C:6]([C:8]2[CH2:13][CH2:12][NH:11][CH2:10][CH:9]=2)[CH:7]=1, predict the reactants needed to synthesize it.